Dataset: Full USPTO retrosynthesis dataset with 1.9M reactions from patents (1976-2016). Task: Predict the reactants needed to synthesize the given product. (1) Given the product [CH:1]([NH:14][CH:15]([C:16]1[O:20][N:19]=[C:18]([CH3:21])[C:17]=1[C:22]1[CH:27]=[CH:26][CH:25]=[CH:24][C:23]=1[C:28](=[O:29])[C:30]1[CH:31]=[CH:32][C:33]([Cl:36])=[CH:34][CH:35]=1)[C:44]#[N:45])([C:2]1[CH:7]=[CH:6][CH:5]=[CH:4][CH:3]=1)[C:8]1[CH:9]=[CH:10][CH:11]=[CH:12][CH:13]=1, predict the reactants needed to synthesize it. The reactants are: [CH:1](/[N:14]=[CH:15]/[C:16]1[O:20][N:19]=[C:18]([CH3:21])[C:17]=1[C:22]1[CH:27]=[CH:26][CH:25]=[CH:24][C:23]=1[C:28]([C:30]1[CH:35]=[CH:34][C:33]([Cl:36])=[CH:32][CH:31]=1)=[O:29])([C:8]1[CH:13]=[CH:12][CH:11]=[CH:10][CH:9]=1)[C:2]1[CH:7]=[CH:6][CH:5]=[CH:4][CH:3]=1.C(Cl)Cl.[Si]([C:44]#[N:45])(C)(C)C. (2) Given the product [Cl:30][C:31]1[CH:32]=[C:33]([C:37]2[C:45]([C:46]([NH2:48])=[O:47])=[C:40]3[CH2:41][N:42]([C:53]([NH:27][CH:7]4[CH2:6][CH:5]([CH2:4][O:3][CH:2]([F:1])[F:12])[CH2:8]4)=[O:52])[CH2:43][CH2:44][N:39]3[N:38]=2)[CH:34]=[CH:35][CH:36]=1, predict the reactants needed to synthesize it. The reactants are: [F:1][CH:2]([F:12])[O:3][CH2:4][CH:5]1[CH2:8][CH:7](C(O)=O)[CH2:6]1.C1C=CC(P([N:27]=[N+]=[N-])(C2C=CC=CC=2)=O)=CC=1.[Cl:30][C:31]1[CH:32]=[C:33]([C:37]2[C:45]([C:46]([NH2:48])=[O:47])=[C:40]3[CH2:41][NH:42][CH2:43][CH2:44][N:39]3[N:38]=2)[CH:34]=[CH:35][CH:36]=1.C1[CH2:53][O:52]CC1. (3) Given the product [F:16][C:2]1([F:1])[C:7](=[O:8])[N:6]([CH3:17])[C:5]2[CH:9]=[CH:10][C:11]([N+:13]([O-:15])=[O:14])=[CH:12][C:4]=2[O:3]1, predict the reactants needed to synthesize it. The reactants are: [F:1][C:2]1([F:16])[C:7](=[O:8])[NH:6][C:5]2[CH:9]=[CH:10][C:11]([N+:13]([O-:15])=[O:14])=[CH:12][C:4]=2[O:3]1.[C:17]([O-])([O-])=O.[K+].[K+].CI.O. (4) The reactants are: [OH:1][CH2:2][C:3]([NH:6][C:7](=[O:16])[C:8]1[CH:13]=[CH:12][C:11](Br)=[CH:10][C:9]=1[F:15])([CH3:5])[CH3:4].[CH2:17]([OH:20])[C:18]#[CH:19].O. Given the product [OH:1][CH2:2][C:3]([NH:6][C:7](=[O:16])[C:8]1[CH:13]=[CH:12][C:11]([C:19]#[C:18][CH2:17][OH:20])=[CH:10][C:9]=1[F:15])([CH3:5])[CH3:4], predict the reactants needed to synthesize it.